Dataset: Reaction yield outcomes from USPTO patents with 853,638 reactions. Task: Predict the reaction yield, written as a fraction of the theoretical maximum amount of product (1.0 means a 100% yield; for example, 0.34 means a 34% yield). The reactants are [CH:1]([C:3]1[N:8]=[C:7]([C:9]2[N:14]=[CH:13][C:12]3[CH:15]=[N:16][N:17]([C:18]4[N:23]=[C:22]([N:24]5[CH2:29][CH2:28][N:27]([C:30]([O:32][C:33]([CH3:36])([CH3:35])[CH3:34])=[O:31])[CH2:26][CH2:25]5)[CH:21]=[CH:20][CH:19]=4)[C:11]=3[CH:10]=2)[CH:6]=[N:5][CH:4]=1)=[CH2:2].[OH2:37].C[N+]1([O-])CCOCC1.[OH2:46]. The catalyst is CC(C)=O.[Os](=O)(=O)(=O)=O.C(O)(C)(C)C. The product is [OH:37][CH:1]([C:3]1[N:8]=[C:7]([C:9]2[N:14]=[CH:13][C:12]3[CH:15]=[N:16][N:17]([C:18]4[N:23]=[C:22]([N:24]5[CH2:25][CH2:26][N:27]([C:30]([O:32][C:33]([CH3:36])([CH3:35])[CH3:34])=[O:31])[CH2:28][CH2:29]5)[CH:21]=[CH:20][CH:19]=4)[C:11]=3[CH:10]=2)[CH:6]=[N:5][CH:4]=1)[CH2:2][OH:46]. The yield is 0.670.